The task is: Binary Classification. Given a drug SMILES string, predict its activity (active/inactive) in a high-throughput screening assay against a specified biological target.. This data is from M1 muscarinic receptor antagonist screen with 61,756 compounds. The result is 1 (active). The drug is O(c1c(cc(CN2C(CCCC2)c2cccnc2)cc1)C)C.